This data is from NCI-60 drug combinations with 297,098 pairs across 59 cell lines. The task is: Regression. Given two drug SMILES strings and cell line genomic features, predict the synergy score measuring deviation from expected non-interaction effect. (1) Drug 2: CC(C)CN1C=NC2=C1C3=CC=CC=C3N=C2N. Synergy scores: CSS=6.47, Synergy_ZIP=-2.54, Synergy_Bliss=0.108, Synergy_Loewe=0.152, Synergy_HSA=-0.306. Cell line: A498. Drug 1: CCC(=C(C1=CC=CC=C1)C2=CC=C(C=C2)OCCN(C)C)C3=CC=CC=C3.C(C(=O)O)C(CC(=O)O)(C(=O)O)O. (2) Drug 1: C1CN1P(=S)(N2CC2)N3CC3. Drug 2: CC1C(C(CC(O1)OC2CC(OC(C2O)C)OC3=CC4=CC5=C(C(=O)C(C(C5)C(C(=O)C(C(C)O)O)OC)OC6CC(C(C(O6)C)O)OC7CC(C(C(O7)C)O)OC8CC(C(C(O8)C)O)(C)O)C(=C4C(=C3C)O)O)O)O. Cell line: SR. Synergy scores: CSS=71.6, Synergy_ZIP=0.650, Synergy_Bliss=0.976, Synergy_Loewe=-3.80, Synergy_HSA=2.35.